From a dataset of Reaction yield outcomes from USPTO patents with 853,638 reactions. Predict the reaction yield, written as a fraction of the theoretical maximum amount of product (1.0 means a 100% yield; for example, 0.34 means a 34% yield). The reactants are N(C([O-])=O)=NC([O-])=O.[C:9]1(P(C2C=CC=CC=2)C2C=CC=CC=2)[CH:14]=CC=C[CH:10]=1.[CH2:28]([S:35][C:36]1[NH:41][C:40](=[O:42])[CH:39]=[C:38]([CH3:43])[N:37]=1)[C:29]1[CH:34]=[CH:33][CH:32]=[CH:31][CH:30]=1.C(O)(C)C. The catalyst is CCOCC. The product is [CH2:28]([S:35][C:36]1[N:41]=[C:40]([O:42][CH:9]([CH3:14])[CH3:10])[CH:39]=[C:38]([CH3:43])[N:37]=1)[C:29]1[CH:34]=[CH:33][CH:32]=[CH:31][CH:30]=1. The yield is 0.590.